From a dataset of Full USPTO retrosynthesis dataset with 1.9M reactions from patents (1976-2016). Predict the reactants needed to synthesize the given product. (1) Given the product [Cl:8][C:6]1[CH:7]=[C:2]([Cl:1])[C:3]([S:16][C:17]2[N:21]([CH3:22])[N:20]=[C:19]([CH3:23])[C:18]=2[C:24]([N:30]2[CH2:31][CH2:36][CH2:35][CH2:34]2)=[O:26])=[CH:4][C:5]=1[O:9][C@@H:10]([CH3:15])[C:11]([O:13][CH3:14])=[O:12], predict the reactants needed to synthesize it. The reactants are: [Cl:1][C:2]1[CH:7]=[C:6]([Cl:8])[C:5]([O:9][C@@H:10]([CH3:15])[C:11]([O:13][CH3:14])=[O:12])=[CH:4][C:3]=1[S:16][C:17]1[N:21]([CH3:22])[N:20]=[C:19]([CH3:23])[C:18]=1[C:24]([OH:26])=O.ON1C2C=[CH:34][CH:35]=[CH:36][C:31]=2[N:30]=N1.N1CCCC1.Cl.C(N=C=NCCCN(C)C)C.Cl. (2) Given the product [F:23][CH2:22][CH:21]([N:17]1[C:18]2[C:14](=[CH:13][C:12]([N:8]3[CH2:7][C@H:6]([C:4]([NH2:1])=[O:3])[O:10][C:9]3=[O:11])=[CH:20][CH:19]=2)[CH2:15][C:16]1=[O:25])[CH3:24], predict the reactants needed to synthesize it. The reactants are: [NH3:1].C[O:3][C:4]([C@@H:6]1[O:10][C:9](=[O:11])[N:8]([C:12]2[CH:13]=[C:14]3[C:18](=[CH:19][CH:20]=2)[N:17]([CH:21]([CH3:24])[CH2:22][F:23])[C:16](=[O:25])[CH2:15]3)[CH2:7]1)=O. (3) The reactants are: [Br:1][C:2]1[CH:3]=[C:4]([C@@H:8]2[CH2:10][C@H:9]2[C:11]([O:13]CC)=[O:12])[CH:5]=[CH:6][CH:7]=1.[OH-].[K+].O. Given the product [Br:1][C:2]1[CH:3]=[C:4]([C@@H:8]2[CH2:10][C@H:9]2[C:11]([OH:13])=[O:12])[CH:5]=[CH:6][CH:7]=1, predict the reactants needed to synthesize it.